This data is from Full USPTO retrosynthesis dataset with 1.9M reactions from patents (1976-2016). The task is: Predict the reactants needed to synthesize the given product. (1) Given the product [F:1][C:2]1[C:3]([O:15][CH3:16])=[CH:4][C:5]([OH:11])=[C:6]([C:8](=[O:10])[CH3:9])[CH:7]=1, predict the reactants needed to synthesize it. The reactants are: [F:1][C:2]1[C:3]([O:15][CH3:16])=[CH:4][C:5]([O:11]COC)=[C:6]([C:8](=[O:10])[CH3:9])[CH:7]=1.C(O)(C(F)(F)F)=O. (2) Given the product [NH2:23][C:21]1[N:22]=[C:17]([CH2:16][O:15]/[N:14]=[C:7](/[C:8]2[CH:13]=[CH:12][CH:11]=[CH:10][N:9]=2)\[C:6]2[N:2]([CH3:1])[O:3][C:4](=[O:31])[N:5]=2)[CH:18]=[CH:19][CH:20]=1, predict the reactants needed to synthesize it. The reactants are: [CH3:1][N:2]1[C:6](/[C:7](=[N:14]\[O:15][CH2:16][C:17]2[N:22]=[C:21]([NH:23]C(=O)OC(C)(C)C)[CH:20]=[CH:19][CH:18]=2)/[C:8]2[CH:13]=[CH:12][CH:11]=[CH:10][N:9]=2)=[N:5][C:4](=[O:31])[O:3]1.C(O)(C(F)(F)F)=O.C([O-])(O)=O.[Na+]. (3) Given the product [CH2:20]([O:19][C:17]([N:11]1[CH2:12][CH2:13][N:14]([C:2]2[C:7]([O:8][CH2:9][CH3:10])=[CH:6][N:5]=[CH:4][N:3]=2)[CH2:15][CH2:16]1)=[O:18])[CH3:21], predict the reactants needed to synthesize it. The reactants are: Cl[C:2]1[C:7]([O:8][CH2:9][CH3:10])=[CH:6][N:5]=[CH:4][N:3]=1.[N:11]1([C:17]([O:19][CH2:20][CH3:21])=[O:18])[CH2:16][CH2:15][NH:14][CH2:13][CH2:12]1.C([O-])([O-])=O.[K+].[K+].